Dataset: Reaction yield outcomes from USPTO patents with 853,638 reactions. Task: Predict the reaction yield, written as a fraction of the theoretical maximum amount of product (1.0 means a 100% yield; for example, 0.34 means a 34% yield). (1) The reactants are [NH:1]1[CH:5]=[CH:4][N:3]=[C:2]1[C:6]1[N:10]([C:11]2[CH:12]=[N:13][C:14]([O:17][CH3:18])=[CH:15][CH:16]=2)[N:9]=[C:8]([C:19]([OH:21])=O)[CH:7]=1.Cl.[CH3:23][O:24][CH:25]1[CH2:30][CH2:29][NH:28][CH2:27][CH2:26]1. No catalyst specified. The product is [NH:3]1[CH:4]=[CH:5][N:1]=[C:2]1[C:6]1[N:10]([C:11]2[CH:12]=[N:13][C:14]([O:17][CH3:18])=[CH:15][CH:16]=2)[N:9]=[C:8]([C:19]([N:28]2[CH2:29][CH2:30][CH:25]([O:24][CH3:23])[CH2:26][CH2:27]2)=[O:21])[CH:7]=1. The yield is 0.280. (2) The reactants are [Cl:1][C:2]1[C:3]([O:11][CH2:12][CH3:13])=[C:4]([CH:8]=[CH:9][CH:10]=1)[CH2:5][NH:6][CH3:7].CNCC1C=CC2C(=CC=CC=2)C=1CCC.Cl.[N:31]1([CH2:37][CH2:38][N:39]2[CH2:44][C:43]3[CH:45]=[C:46](/[CH:49]=[CH:50]/[C:51]([OH:53])=O)[CH:47]=[N:48][C:42]=3[NH:41][C:40]2=[O:54])[CH2:36][CH2:35][O:34][CH2:33][CH2:32]1. No catalyst specified. The product is [ClH:1].[Cl:1][C:2]1[C:3]([O:11][CH2:12][CH3:13])=[C:4]([CH:8]=[CH:9][CH:10]=1)[CH2:5][N:6]([CH3:7])[C:51](=[O:53])/[CH:50]=[CH:49]/[C:46]1[CH:47]=[N:48][C:42]2[NH:41][C:40](=[O:54])[N:39]([CH2:38][CH2:37][N:31]3[CH2:32][CH2:33][O:34][CH2:35][CH2:36]3)[CH2:44][C:43]=2[CH:45]=1. The yield is 0.600. (3) The reactants are S(Cl)(Cl)=O.[CH2:5]([C:12]1[CH:13]=[C:14]([CH:18]=[CH:19][CH:20]=1)[C:15]([OH:17])=O)[C:6]1[CH:11]=[CH:10][CH:9]=[CH:8][CH:7]=1.Cl.[Cl:22][C:23]1[CH:24]=[C:25]2[C:29](=[CH:30][CH:31]=1)[NH:28][CH:27]=[C:26]2[CH2:32][CH2:33][NH2:34].C(N(CC)CC)C. The catalyst is C(Cl)(Cl)Cl. The product is [CH2:5]([C:12]1[CH:13]=[C:14]([CH:18]=[CH:19][CH:20]=1)[C:15]([NH:34][CH2:33][CH2:32][C:26]1[C:25]2[C:29](=[CH:30][CH:31]=[C:23]([Cl:22])[CH:24]=2)[NH:28][CH:27]=1)=[O:17])[C:6]1[CH:7]=[CH:8][CH:9]=[CH:10][CH:11]=1. The yield is 0.760.